This data is from CYP3A4 inhibition data for predicting drug metabolism from PubChem BioAssay. The task is: Regression/Classification. Given a drug SMILES string, predict its absorption, distribution, metabolism, or excretion properties. Task type varies by dataset: regression for continuous measurements (e.g., permeability, clearance, half-life) or binary classification for categorical outcomes (e.g., BBB penetration, CYP inhibition). Dataset: cyp3a4_veith. (1) The result is 1 (inhibitor). The molecule is Clc1ccc(CO[C@@H](Cn2ccnc2)c2ccc(Cl)cc2Cl)cc1. (2) The compound is Nc1nc(N)c(N=Nc2ccc(C(=O)O)c(O)c2)c(N)n1. The result is 0 (non-inhibitor). (3) The molecule is O=S(=O)(c1cnccc1N1CCN(CCO)CC1)N1CCCC1. The result is 1 (inhibitor). (4) The compound is COc1ccc(C(=O)N/N=C2/C(=O)c3c(C)cc(C)cc3CC2(C)C)cc1. The result is 1 (inhibitor). (5) The molecule is Cc1ccc(/C=N\NC(=O)c2cc(OCC(F)(F)F)ccc2OCC(F)(F)F)cc1. The result is 0 (non-inhibitor). (6) The molecule is CCOC(=O)c1nc2sc(C)c(C)c2c(=O)[nH]1. The result is 0 (non-inhibitor).